From a dataset of Forward reaction prediction with 1.9M reactions from USPTO patents (1976-2016). Predict the product of the given reaction. Given the reactants [CH3:1][O:2][C:3](=[O:20])[C:4]1[CH:9]=[CH:8][C:7]([CH2:10][N:11]2[CH2:16][CH2:15][CH2:14][N:13]3[CH2:17][CH2:18][CH2:19][CH:12]23)=[CH:6][CH:5]=1.[H-].[Li+].[CH2:23](O)[CH2:24][CH2:25]C, predict the reaction product. The product is: [CH2:1]([O:2][C:3](=[O:20])[C:4]1[CH:5]=[CH:6][C:7]([CH2:10][N:11]2[CH2:16][CH2:15][CH2:14][N:13]3[CH2:17][CH2:18][CH2:19][CH:12]23)=[CH:8][CH:9]=1)[CH2:23][CH2:24][CH3:25].